This data is from Peptide-MHC class I binding affinity with 185,985 pairs from IEDB/IMGT. The task is: Regression. Given a peptide amino acid sequence and an MHC pseudo amino acid sequence, predict their binding affinity value. This is MHC class I binding data. (1) The peptide sequence is LMNLKELGSF. The MHC is Mamu-B17 with pseudo-sequence Mamu-B17. The binding affinity (normalized) is 0.266. (2) The peptide sequence is TLFYCDERDA. The MHC is HLA-A02:02 with pseudo-sequence HLA-A02:02. The binding affinity (normalized) is 0.482.